Dataset: Catalyst prediction with 721,799 reactions and 888 catalyst types from USPTO. Task: Predict which catalyst facilitates the given reaction. (1) Reactant: Br[C:2]1[S:3][C:4]([S:7]([CH3:10])(=[O:9])=[O:8])=[CH:5][CH:6]=1.[F-].[Cs+].[CH:13]1([CH:18]=[C:19](B2OC(C)(C)C(C)(C)O2)[CH2:20][OH:21])[CH2:17][CH2:16][CH2:15][CH2:14]1. Product: [CH:13]1(/[CH:18]=[C:19](\[C:2]2[S:3][C:4]([S:7]([CH3:10])(=[O:9])=[O:8])=[CH:5][CH:6]=2)/[CH2:20][OH:21])[CH2:17][CH2:16][CH2:15][CH2:14]1. The catalyst class is: 492. (2) Reactant: [NH2:1][C:2]1[CH:7]=[C:6]([F:8])[C:5]([F:9])=[CH:4][C:3]=1[NH2:10].[C:11](N1C=CN=C1)(N1C=CN=C1)=[O:12]. Product: [F:8][C:6]1[C:5]([F:9])=[CH:4][C:3]2[NH:10][C:11](=[O:12])[NH:1][C:2]=2[CH:7]=1. The catalyst class is: 1. (3) Reactant: [F:1][C:2]1[C:3]([C:31]2[CH:36]=[CH:35][N:34]=[C:33]([C:37]([F:40])([F:39])[F:38])[CH:32]=2)=[N:4][CH:5]=[C:6]([CH2:8][NH:9][C:10]([C:12]2[CH:13]=[CH:14][C:15]([N:18]3[CH2:23][CH2:22][N:21](C(OC(C)(C)C)=O)[CH2:20][CH2:19]3)=[N:16][CH:17]=2)=[O:11])[CH:7]=1.FC(F)(F)C(O)=O. Product: [F:1][C:2]1[C:3]([C:31]2[CH:36]=[CH:35][N:34]=[C:33]([C:37]([F:40])([F:38])[F:39])[CH:32]=2)=[N:4][CH:5]=[C:6]([CH2:8][NH:9][C:10](=[O:11])[C:12]2[CH:13]=[CH:14][C:15]([N:18]3[CH2:23][CH2:22][NH:21][CH2:20][CH2:19]3)=[N:16][CH:17]=2)[CH:7]=1. The catalyst class is: 2. (4) Reactant: [CH2:1]([O:4][C:5]([N:7]1[C:13]2[CH:14]=[C:15]([O:20][CH2:21]CCC(O)=O)[C:16]([O:18][CH3:19])=[CH:17][C:12]=2[C:11](=[O:27])[N:10]2[CH2:28][CH2:29][CH2:30][CH:9]2[CH:8]1[O:31][CH:32]1[CH2:37][CH2:36][CH2:35][CH2:34][O:33]1)=[O:6])[CH:2]=[CH2:3].CCN=C=[N:42][CH2:43][CH2:44][CH2:45]N(C)C.N[C:50]1[CH:51]=[C:52]([C:56]([O:58]C)=[O:57])[N:53]([CH3:55])[CH:54]=1.CN(C=[O:64])C. Product: [CH2:1]([O:4][C:5]([N:7]1[C:13]2[CH:14]=[C:15]([O:20][CH2:21][CH2:45][CH2:44][C:43]([NH:42][C:51]3[CH:50]=[CH:54][N:53]([CH3:55])[C:52]=3[C:56]([OH:58])=[O:57])=[O:64])[C:16]([O:18][CH3:19])=[CH:17][C:12]=2[C:11](=[O:27])[N:10]2[CH2:28][CH2:29][CH2:30][C@H:9]2[C@@H:8]1[O:31][CH:32]1[CH2:37][CH2:36][CH2:35][CH2:34][O:33]1)=[O:6])[CH:2]=[CH2:3]. The catalyst class is: 142. (5) Reactant: [H-].[Na+].[C:3]([O:7][C:8]([N:10]1[CH2:14][CH2:13][C@H:12]([OH:15])[CH2:11]1)=[O:9])([CH3:6])([CH3:5])[CH3:4].I[CH3:17].O. Product: [CH3:17][O:15][C@H:12]1[CH2:13][CH2:14][N:10]([C:8]([O:7][C:3]([CH3:6])([CH3:4])[CH3:5])=[O:9])[CH2:11]1. The catalyst class is: 7. (6) Reactant: [OH:1][NH:2][C:3]([C:5]1[CH:13]=[CH:12][C:11]2[NH:10][C:9]3[CH:14]([CH2:17][C:18]([O:20][CH2:21][CH3:22])=[O:19])[CH2:15][CH2:16][C:8]=3[C:7]=2[CH:6]=1)=[NH:4].[C:23]([C:25]1[CH:26]=[C:27]([CH:31]=[CH:32][C:33]=1[O:34][CH3:35])[C:28](O)=O)#[N:24].CCCP(O)(O)=O. Product: [C:23]([C:25]1[CH:26]=[C:27]([C:28]2[O:1][N:2]=[C:3]([C:5]3[CH:13]=[CH:12][C:11]4[NH:10][C:9]5[CH:14]([CH2:17][C:18]([O:20][CH2:21][CH3:22])=[O:19])[CH2:15][CH2:16][C:8]=5[C:7]=4[CH:6]=3)[N:4]=2)[CH:31]=[CH:32][C:33]=1[O:34][CH3:35])#[N:24]. The catalyst class is: 25.